The task is: Predict the reactants needed to synthesize the given product.. This data is from Full USPTO retrosynthesis dataset with 1.9M reactions from patents (1976-2016). Given the product [N:31]1([C:2]2[O:6][C:5]3[C:7]([OH:13])=[C:8]([O:11][CH3:12])[CH:9]=[CH:10][C:4]=3[C:3]=2[C:17](=[O:30])[C:18]2[CH:19]=[C:20]([O:28][CH3:29])[C:21]([O:26][CH3:27])=[C:22]([O:24][CH3:25])[CH:23]=2)[CH:35]=[CH:34][N:33]=[CH:32]1, predict the reactants needed to synthesize it. The reactants are: Br[C:2]1[O:6][C:5]2[C:7]([O:13]C(=O)C)=[C:8]([O:11][CH3:12])[CH:9]=[CH:10][C:4]=2[C:3]=1[C:17](=[O:30])[C:18]1[CH:23]=[C:22]([O:24][CH3:25])[C:21]([O:26][CH3:27])=[C:20]([O:28][CH3:29])[CH:19]=1.[NH:31]1[CH:35]=[CH:34][N:33]=[CH:32]1.